This data is from Forward reaction prediction with 1.9M reactions from USPTO patents (1976-2016). The task is: Predict the product of the given reaction. (1) Given the reactants [CH3:1][C:2]1([C:5](O)=O)[CH2:4][CH2:3]1.[NH2:8][NH:9][C:10]([NH2:12])=[S:11].O(Cl)Cl.[P+3], predict the reaction product. The product is: [CH3:1][C:2]1([C:5]2[S:11][C:10]([NH2:12])=[N:9][N:8]=2)[CH2:4][CH2:3]1. (2) Given the reactants [NH2:1][C:2]1[CH:11]=[CH:10][CH:9]=[C:8]2[C:3]=1[CH:4]=[CH:5][N:6]([C@H:13]([CH3:20])[C:14]([NH:16][CH:17]1[CH2:19][CH2:18]1)=[O:15])[C:7]2=[O:12].[Cl:21][C:22]1[CH:27]=[CH:26][C:25]([C@H:28]([CH3:32])[C:29](O)=[O:30])=[CH:24][CH:23]=1.F[P-](F)(F)(F)(F)F.C[N+](C)=C(N(C)C)ON1C2N=CC=CC=2N=N1.C(N(CC)C(C)C)(C)C.CN(C)C=O, predict the reaction product. The product is: [Cl:21][C:22]1[CH:23]=[CH:24][C:25]([C@H:28]([CH3:32])[C:29]([NH:1][C:2]2[CH:11]=[CH:10][CH:9]=[C:8]3[C:3]=2[CH:4]=[CH:5][N:6]([C@H:13]([CH3:20])[C:14]([NH:16][CH:17]2[CH2:19][CH2:18]2)=[O:15])[C:7]3=[O:12])=[O:30])=[CH:26][CH:27]=1. (3) Given the reactants Cl[C:2]1[CH:27]=[CH:26][C:5]([C:6]([NH:8][C:9]2[CH:14]=[CH:13][C:12]([Cl:15])=[C:11]([NH:16][C:17](=[O:25])[C:18]3[CH:23]=[CH:22][C:21]([F:24])=[CH:20][CH:19]=3)[CH:10]=2)=[O:7])=[CH:4][N:3]=1.[CH3:28][C@@H:29]1[CH2:34][NH:33][CH2:32][CH2:31][NH:30]1, predict the reaction product. The product is: [Cl:15][C:12]1[CH:13]=[CH:14][C:9]([NH:8][C:6](=[O:7])[C:5]2[CH:26]=[CH:27][C:2]([N:33]3[CH2:32][CH2:31][NH:30][C@H:29]([CH3:28])[CH2:34]3)=[N:3][CH:4]=2)=[CH:10][C:11]=1[NH:16][C:17](=[O:25])[C:18]1[CH:23]=[CH:22][C:21]([F:24])=[CH:20][CH:19]=1. (4) Given the reactants [C:1]1([C:7]([C:25]2[CH:30]=[CH:29][CH:28]=[CH:27][CH:26]=2)([C@@H:10]2[CH2:14][CH2:13][N:12](S(C3C=CC(C)=CC=3)(=O)=O)[CH2:11]2)[C:8]#[N:9])[CH:6]=[CH:5][CH:4]=[CH:3][CH:2]=1.[BrH:31].C1(O)C=CC=CC=1, predict the reaction product. The product is: [BrH:31].[C:1]1([C:7]([C:25]2[CH:30]=[CH:29][CH:28]=[CH:27][CH:26]=2)([C@@H:10]2[CH2:14][CH2:13][NH:12][CH2:11]2)[C:8]#[N:9])[CH:2]=[CH:3][CH:4]=[CH:5][CH:6]=1. (5) Given the reactants [Cl:1][C:2]1[CH:9]=[C:8]([NH:10][C@H:11]2[CH2:15][C:14](=[O:16])[N:13]([CH:17]([CH3:19])C)[CH2:12]2)[CH:7]=[CH:6][C:3]=1[C:4]#[N:5].Cl.Cl[C:22]1[CH:23]=[C:24](N[C@H](CNC(C)C)CC(O)=O)C=[CH:26][C:27]=1C#N, predict the reaction product. The product is: [Cl:1][C:2]1[CH:9]=[C:8]([NH:10][C@H:11]2[CH2:15][C:14](=[O:16])[N:13]([CH2:17][C:19]3[CH:24]=[CH:23][CH:22]=[CH:27][CH:26]=3)[CH2:12]2)[CH:7]=[CH:6][C:3]=1[C:4]#[N:5].